This data is from Forward reaction prediction with 1.9M reactions from USPTO patents (1976-2016). The task is: Predict the product of the given reaction. (1) Given the reactants [CH2:1]([S:3][C:4]1[CH:9]=[CH:8][C:7]([CH2:10][C:11]2[C:12]([O:17][C@@H:18]3[O:26][C@H:25]([CH2:27][OH:28])[C@@H:23]([OH:24])[C@H:21]([OH:22])[C@H:19]3[OH:20])=[N:13][NH:14][C:15]=2[CH3:16])=[CH:6][CH:5]=1)[CH3:2].Cl[C:30]([O:32][CH2:33][CH3:34])=[O:31].[C:35]([OH:47])(=[O:46])CC(CC(O)=O)(C(O)=O)O.[CH3:48][C:49]1C=C(C)C=C(C)N=1, predict the reaction product. The product is: [CH2:33]([O:32][C:30]([N:14]1[C:15]([CH3:16])=[C:11]([CH2:10][C:7]2[CH:8]=[CH:9][C:4]([S:3][CH2:1][CH3:2])=[CH:5][CH:6]=2)[C:12]([O:17][C@@H:18]2[O:26][C@H:25]([CH2:27][O:28][C:35]([O:47][CH2:48][CH3:49])=[O:46])[C@@H:23]([OH:24])[C@H:21]([OH:22])[C@H:19]2[OH:20])=[N:13]1)=[O:31])[CH3:34]. (2) Given the reactants [Br:1][C:2]1[C:7](=[O:8])[N:6]([C:9]2[CH:10]=[C:11]([CH:20]=[CH:21][C:22]=2[CH3:23])[C:12]([NH:14][CH2:15][C:16](NC)=[O:17])=[O:13])[CH:5]=[N:4][C:3]=1[O:24][CH2:25][C:26]1[CH:31]=[CH:30][C:29]([F:32])=[CH:28][C:27]=1[F:33].NC[C@@H](O)[CH2:37][OH:38].CN1CCOCC1, predict the reaction product. The product is: [Br:1][C:2]1[C:7](=[O:8])[N:6]([C:9]2[CH:10]=[C:11]([CH:20]=[CH:21][C:22]=2[CH3:23])[C:12]([NH:14][CH2:15][C@@H:16]([OH:17])[CH2:37][OH:38])=[O:13])[CH:5]=[N:4][C:3]=1[O:24][CH2:25][C:26]1[CH:31]=[CH:30][C:29]([F:32])=[CH:28][C:27]=1[F:33]. (3) Given the reactants [CH2:1]([O:3][C:4]([C:6]1[CH:7]=[N:8][NH:9][C:10]=1[NH2:11])=[O:5])[CH3:2].C([O:14][C:15](=O)[CH2:16][CH:17](OCC)OCC)C.C(OC(=O)CC=O)C, predict the reaction product. The product is: [CH2:1]([O:3][C:4]([C:6]1[CH:7]=[N:8][N:9]2[C:15]([OH:14])=[CH:16][CH:17]=[N:11][C:10]=12)=[O:5])[CH3:2]. (4) Given the reactants [CH3:1][C:2]1[CH:7]=[C:6]([OH:8])[C:5]2[O:9][C:10]3[C:15]([C:16]([O:18][CH2:19][C:4]=2[CH:3]=1)=[O:17])=[C:14]([O:20][CH3:21])[C:13]([C@@H:22]([OH:27])[CH2:23][CH:24]([CH3:26])[CH3:25])=[CH:12][CH:11]=3.[CH:28](O)=[O:29], predict the reaction product. The product is: [CH:28]([O:27][CH:22]([C:13]1[CH:12]=[CH:11][C:10]2[O:9][C:5]3[C:6]([OH:8])=[CH:7][C:2]([CH3:1])=[CH:3][C:4]=3[CH2:19][O:18][C:16](=[O:17])[C:15]=2[C:14]=1[O:20][CH3:21])[CH2:23][CH:24]([CH3:25])[CH3:26])=[O:29].